Dataset: Orexin1 receptor HTS with 218,158 compounds and 233 confirmed actives. Task: Binary Classification. Given a drug SMILES string, predict its activity (active/inactive) in a high-throughput screening assay against a specified biological target. (1) The result is 0 (inactive). The drug is OC(=O)c1n(CCN(C)C)c2c(c1)cccc2. (2) The molecule is S(CC(=O)c1c(n(CCc2ccc(OC)cc2)c(c1)C)C)c1sc(nn1)N. The result is 0 (inactive). (3) The drug is O(CC(=O)c1cc2c(cc1)cccc2)C(=O)c1c(NC(=O)CC)cccc1. The result is 0 (inactive). (4) The compound is S(=O)(=O)(N1C(CCC1)C(=O)Nc1c(cccc1)C)c1c(cccc1)C(F)(F)F. The result is 1 (active). (5) The molecule is O1C23C(C(C1C=C3)C(=O)Nc1cc(OC)ccc1)C(=O)N(C2C(=O)NC1C(CCCC1)C)C(C)C. The result is 0 (inactive). (6) The molecule is Clc1c(/C=C\C(=O)N(C2CS(=O)(=O)CC2)Cc2ccc(OC)cc2)cccc1. The result is 0 (inactive).